From a dataset of Reaction yield outcomes from USPTO patents with 853,638 reactions. Predict the reaction yield, written as a fraction of the theoretical maximum amount of product (1.0 means a 100% yield; for example, 0.34 means a 34% yield). (1) The reactants are C(O[C:6](=O)[N:7]([C@H:9]([C:11](=[O:50])[NH:12][C@@H:13]1[C:19](=[O:20])[N:18]([CH2:21][C:22]2[C:31]3[C:26](=[C:27]([Br:32])[CH:28]=[CH:29][CH:30]=3)[CH:25]=[CH:24][C:23]=2[O:33][CH3:34])[C:17]2[CH:35]=[CH:36][CH:37]=[CH:38][C:16]=2[N:15]([C:39](=[O:49])[C:40]2[CH:45]=[CH:44][C:43]([CH:46]([OH:48])[CH3:47])=[CH:42][CH:41]=2)[CH2:14]1)[CH3:10])C)(C)(C)C.Cl. The catalyst is CO.CCOCC. The product is [Br:32][C:27]1[CH:28]=[CH:29][CH:30]=[C:31]2[C:26]=1[CH:25]=[CH:24][C:23]([O:33][CH3:34])=[C:22]2[CH2:21][N:18]1[C:19](=[O:20])[C@@H:13]([NH:12][C:11](=[O:50])[C@@H:9]([NH:7][CH3:6])[CH3:10])[CH2:14][N:15]([C:39](=[O:49])[C:40]2[CH:41]=[CH:42][C:43]([CH:46]([OH:48])[CH3:47])=[CH:44][CH:45]=2)[C:16]2[CH:38]=[CH:37][CH:36]=[CH:35][C:17]1=2. The yield is 0.580. (2) The reactants are [H-].[Na+].[OH:3][CH2:4][C@H:5]1[CH2:7][C@@H:6]1[CH:8]1[CH2:13][CH2:12][N:11]([C:14]([O:16][C:17]([CH3:20])([CH3:19])[CH3:18])=[O:15])[CH2:10][CH2:9]1.[Br:21][C:22]1[CH:23]=[CH:24][C:25]([CH2:28]Br)=[N:26][CH:27]=1. The catalyst is CN(C=O)C. The product is [Br:21][C:22]1[CH:23]=[CH:24][C:25]([CH2:28][O:3][CH2:4][C@H:5]2[CH2:7][C@@H:6]2[CH:8]2[CH2:9][CH2:10][N:11]([C:14]([O:16][C:17]([CH3:20])([CH3:19])[CH3:18])=[O:15])[CH2:12][CH2:13]2)=[N:26][CH:27]=1. The yield is 0.880.